This data is from Forward reaction prediction with 1.9M reactions from USPTO patents (1976-2016). The task is: Predict the product of the given reaction. (1) Given the reactants [H-].[Na+].[Cl:3][C:4]1[N:9]=[CH:8][NH:7][C:6]2=[N:10][CH:11]=[CH:12][C:5]=12.[CH3:13][Si:14]([CH3:21])([CH3:20])[CH2:15][CH2:16][O:17][CH2:18]Cl, predict the reaction product. The product is: [Cl:3][C:4]1[C:5]2[CH:12]=[CH:11][N:10]([CH2:18][O:17][CH2:16][CH2:15][Si:14]([CH3:21])([CH3:20])[CH3:13])[C:6]=2[N:7]=[CH:8][N:9]=1. (2) Given the reactants [Cl:1][C:2]1[CH:7]=[CH:6][CH:5]=[C:4]([Cl:8])[C:3]=1[N:9]1[C:13]([CH2:14][O:15][C:16]2[CH:21]=[CH:20][C:19]([NH:22][CH3:23])=[C:18]([CH3:24])[CH:17]=2)=[C:12]([CH:25]([CH3:27])[CH3:26])[CH:11]=[N:10]1.C(N(CC)CC)C.CCOC(C)=O.[Br:41][CH2:42][CH2:43]Br, predict the reaction product. The product is: [Br:41][CH2:42][CH2:43][N:22]([C:19]1[CH:20]=[CH:21][C:16]([O:15][CH2:14][C:13]2[N:9]([C:3]3[C:4]([Cl:8])=[CH:5][CH:6]=[CH:7][C:2]=3[Cl:1])[N:10]=[CH:11][C:12]=2[CH:25]([CH3:27])[CH3:26])=[CH:17][C:18]=1[CH3:24])[CH3:23]. (3) Given the reactants [CH3:1][C:2]1([CH3:10])[O:7][C:6](=[O:8])[CH2:5][C:4](=[O:9])[O:3]1.[CH3:11][O:12][C:13]1[CH:25]=[CH:24][C:16]([CH2:17][N:18]2[C:22]([NH2:23])=[CH:21][CH:20]=[N:19]2)=[CH:15][CH:14]=1.[CH2:26](OC(OCC)OCC)C, predict the reaction product. The product is: [CH3:11][O:12][C:13]1[CH:14]=[CH:15][C:16]([CH2:17][N:18]2[C:22]([NH:23][CH:26]=[C:5]3[C:6](=[O:8])[O:7][C:2]([CH3:10])([CH3:1])[O:3][C:4]3=[O:9])=[CH:21][CH:20]=[N:19]2)=[CH:24][CH:25]=1. (4) The product is: [Cl:9][C:10]1[N:11]=[C:12]2[C:13]([N:17]([CH3:22])[C:18](=[O:21])[CH2:19][CH2:20][N:1]2[CH:2]2[CH2:7][CH2:6][N:5]([CH3:8])[CH2:4][CH2:3]2)=[CH:14][N:15]=1. Given the reactants [NH2:1][CH:2]1[CH2:7][CH2:6][N:5]([CH3:8])[CH2:4][CH2:3]1.[Cl:9][C:10]1[N:15]=[C:14](Cl)[C:13]([N:17]([CH3:22])[C:18](=[O:21])[CH:19]=[CH2:20])=[CH:12][N:11]=1.C(N(CC)CC)C, predict the reaction product. (5) Given the reactants [Cl:1][C:2]1[C:3]([C:20]2[S:24][C:23]([C:25]3([OH:29])[CH2:28][CH2:27][CH2:26]3)=[N:22][CH:21]=2)=[C:4]2[CH:10]=[C:9]([C:11]3[CH:19]=[CH:18][C:14]([C:15]([OH:17])=O)=[CH:13][CH:12]=3)[NH:8][C:5]2=[N:6][CH:7]=1.[CH3:30][N:31]1[CH2:36][CH2:35][NH:34][CH2:33][CH2:32]1.CN1CCOCC1.OC1C2N=NNC=2C=CC=1.Cl.CN(C)CCCN=C=NCC, predict the reaction product. The product is: [Cl:1][C:2]1[C:3]([C:20]2[S:24][C:23]([C:25]3([OH:29])[CH2:28][CH2:27][CH2:26]3)=[N:22][CH:21]=2)=[C:4]2[CH:10]=[C:9]([C:11]3[CH:12]=[CH:13][C:14]([C:15]([N:34]4[CH2:35][CH2:36][N:31]([CH3:30])[CH2:32][CH2:33]4)=[O:17])=[CH:18][CH:19]=3)[NH:8][C:5]2=[N:6][CH:7]=1. (6) The product is: [C:1]([CH2:3][CH:4]([NH:15][C:16]([C:17]1[CH:22]=[C:21]([C:39]2[CH:38]=[CH:37][C:36]([N:30]3[CH2:31][CH2:32][O:33][CH2:34][CH2:35]3)=[CH:41][CH:40]=2)[CH:20]=[CH:19][C:18]=1[O:24][C:25]([F:28])([F:27])[F:26])=[O:29])[CH2:5][C:6]1[C:14]2[C:9](=[CH:10][CH:11]=[CH:12][CH:13]=2)[NH:8][CH:7]=1)#[N:2]. Given the reactants [C:1]([CH2:3][CH:4]([NH:15][C:16](=[O:29])[C:17]1[CH:22]=[C:21](Br)[CH:20]=[CH:19][C:18]=1[O:24][C:25]([F:28])([F:27])[F:26])[CH2:5][C:6]1[C:14]2[C:9](=[CH:10][CH:11]=[CH:12][CH:13]=2)[NH:8][CH:7]=1)#[N:2].[N:30]1([C:36]2[CH:41]=[CH:40][C:39](B(O)O)=[CH:38][CH:37]=2)[CH2:35][CH2:34][O:33][CH2:32][CH2:31]1.C([O-])([O-])=O.[K+].[K+], predict the reaction product. (7) The product is: [C:1]([O:5][C:6]([N:8]1[CH2:14][C@@H:13]([O:15][Si:16]([C:19]([CH3:22])([CH3:21])[CH3:20])([CH3:17])[CH3:18])[CH2:12][C@H:9]1[CH:10]=[O:11])=[O:7])([CH3:4])([CH3:3])[CH3:2]. Given the reactants [C:1]([O:5][C:6]([N:8]1[CH2:14][C@@H:13]([O:15][Si:16]([C:19]([CH3:22])([CH3:21])[CH3:20])([CH3:18])[CH3:17])[CH2:12][C@H:9]1[CH2:10][OH:11])=[O:7])([CH3:4])([CH3:3])[CH3:2].C(OC(N1CCC[C@H]1CO)=O)(C)(C)C, predict the reaction product. (8) Given the reactants [OH:1][C:2]1[C:7]([O:8][CH3:9])=[C:6]([C:10]([O:12]CC)=[O:11])[C:5]([CH3:15])=[C:4]([CH3:16])[C:3]=1[C:17](=[O:35])[CH:18]=CC1C=C(C(C)(C)C)C(O)=C(C(C)(C)C)C=1.[Br:36][C:37]1[CH:38]=[C:39]([CH:42]=[C:43]([Br:46])[C:44]=1[OH:45])[CH:40]=O, predict the reaction product. The product is: [OH:1][C:2]1[C:7]([O:8][CH3:9])=[C:6]([C:10]([OH:12])=[O:11])[C:5]([CH3:15])=[C:4]([CH3:16])[C:3]=1[C:17](=[O:35])[CH:18]=[CH:40][C:39]1[CH:38]=[C:37]([Br:36])[C:44]([OH:45])=[C:43]([Br:46])[CH:42]=1. (9) The product is: [F:53][C:2]([F:1])([F:52])[C:3]1[CH:4]=[C:5]([C@H:13]([N:15]([CH3:51])[C:16]([N:18]2[CH2:42][CH2:41][C@:21]3([NH:25][C:24](=[O:36])[CH:23]([C:37]([O:39][CH3:40])=[O:38])[CH2:22]3)[CH2:20][C@@H:19]2[C:43]2[CH:48]=[CH:47][C:46]([F:49])=[CH:45][C:44]=2[CH3:50])=[O:17])[CH3:14])[CH:6]=[C:7]([C:9]([F:11])([F:10])[F:12])[CH:8]=1. Given the reactants [F:1][C:2]([F:53])([F:52])[C:3]1[CH:4]=[C:5]([C@H:13]([N:15]([CH3:51])[C:16]([N:18]2[CH2:42][CH2:41][C@:21]3([N:25](C(OCC4C=CC=CC=4)=O)[C:24](=[O:36])[CH:23]([C:37]([O:39][CH3:40])=[O:38])[CH2:22]3)[CH2:20][C@@H:19]2[C:43]2[CH:48]=[CH:47][C:46]([F:49])=[CH:45][C:44]=2[CH3:50])=[O:17])[CH3:14])[CH:6]=[C:7]([C:9]([F:12])([F:11])[F:10])[CH:8]=1, predict the reaction product.